This data is from Experimentally validated miRNA-target interactions with 360,000+ pairs, plus equal number of negative samples. The task is: Binary Classification. Given a miRNA mature sequence and a target amino acid sequence, predict their likelihood of interaction. (1) The protein sequence of the target gene is MFTLTKALEKALLQHFIYMKVNIAYAINKPFPFFEALRDNSFITERMYKESLEACQNLVPLSKVVHNILTSLEQTFHPSVLLTLFSKVNLREYPSLVAIFRSFRNVGYTYEEKNRPPLTLLEDLANPAEGCSLQTLLPPPRPQISLPSHLSSAPRVCDPRATAQPIIEILDEQPSPSPRAVPLLGCIQEGKTTPVSSRDHQRKDKEDSREMPHSPSGPESVVKDDSPAANDLEMAREVPCTPANKKARRKKRPNWSNSKRRRQKKKPRQDEMMGVASPGHGVQEKLKAVSRRTLWKDDSS.... Result: 0 (no interaction). The miRNA is hsa-miR-7114-3p with sequence UGACCCACCCCUCUCCACCAG. (2) The miRNA is hsa-miR-516b-3p with sequence UGCUUCCUUUCAGAGGGU. The protein sequence of the target gene is MVFPAKRFCLVPSMEGVRWAFSCGTWLPSRAEWLLAVRSIQPEEKERIGQFVFARDAKAAMAGRLMIRKLVAEKLNIPWNHIRLQRTAKGKPVLAKDSSNPYPNFNFNISHQGDYAVLAAEPELQVGIDIMKTSFPGRGSIPEFFHIMKRKFTNKEWETIRSFKDEWTQLDMFYRNWALKESFIKAIGVGLGFELQRLEFDLSPLNLDIGQVYKETRLFLDGEEEKEWAFEESKIDEHHFVAVALRKPDGSRHQDVPSQDDSKPTQRQFTILNFNDLMSSAVPMTPEDPSFWDCFCFTEE.... Result: 0 (no interaction). (3) The miRNA is hsa-miR-542-3p with sequence UGUGACAGAUUGAUAACUGAAA. The protein sequence of the target gene is MNIVVEFFVVTFKVLWAFVLAAARWLVRPKEKSVAGQVCLITGAGSGLGRLFALEFARRRALLVLWDINTQSNEETAGMVRHIYRDLEAADAAALQAGNGEEEILPHCNLQVFTYTCDVGKRENVYLTAERVRKEVGEVSVLVNNAGVVSGHHLLECPDELIERTMMVNCHAHFWTTKAFLPTMLEINHGHIVTVASSLGLFSTAGVEDYCASKFGVVGFHESLSHELKAAEKDGIKTTLVCPYLVDTGMFRGCRIRKEIEPFLPPLKPDYCVKQAMKAILTDQPMICTPRLMYIVTFMK.... Result: 1 (interaction). (4) The miRNA is hsa-miR-767-5p with sequence UGCACCAUGGUUGUCUGAGCAUG. Result: 0 (no interaction). The protein sequence of the target gene is MNKLTFHNNKAMQDRRRVCIFLPNDKSVSIIINVKILCHQLLVQVCDLLRLKDSHLFGLSVIQNNEHVYMELSQKLYKYCPKEWKKEASKVRQYEVTWGIDQFGPPMIIHFRVQYYVENGKLISDRIARYYYYWHLRKQVLHSQCVLREEAYFLLAAFALQADLGNFKRKLHHGDYFEPEAYFPAWVVSKRGKDYILKHIPNMHKDQFALTASEAYLKYIKEAVRLDDVAIHYYRLYKDKREAEGSLTLGLTMRGIQIFQNLEEEKQLLYDFPWTNVGKLVFVGKKFEILPDGLPSARKL.... (5) The miRNA is hsa-miR-19b-3p with sequence UGUGCAAAUCCAUGCAAAACUGA. The protein sequence of the target gene is MDVSSEHTKDPGGEGGDGESLAARPSKIKASSGPPTSPEPGELESEPEEEEEEQAASQGGTAADEQAEAPKGLTAAEAAGEEGPGEPGRPAEPQPEPEEPAEVGAEEPAQPEPGAGPEELEAEAGAEELEQAAEGKEVRFQASLPLTRIDEEEAAAAPEAETERVEGEEEDKEETQRDGAESKERDGEGRPAKSQEEGKRLYGRDEFEDLEWSEEVQKLQEQQLRSDLLDQYRSLLVERNRSQRYNLYLQHKIFEALRRKKGLEAAEVADRGAEAEAPEKEQAYLRHLGMLEELKKQQAD.... Result: 0 (no interaction). (6) The miRNA is hsa-miR-4268 with sequence GGCUCCUCCUCUCAGGAUGUG. The protein sequence of the target gene is MAAAALRDPAQGCVTFEDVTIYFSQEEWVLLDEAQRLLYCDVMLENFALIASLGLISFRSHIVSQLEMGKEPWVPDSVDMTSAMARGAYGRPGSDFCHGTEGKDLPSEHNVSVEGVAQDRSPEATLCPQKTCPCDICGLRLKDILHLAEHQTTHPRQKPFVCEAYVKGSEFSANLPRKQVQQNVHNPIRTEEGQASPVKTCRDHTSDQLSTCREGGKDFVATAGFLQCEVTPSDGEPHEATEGVVDFHIALRHNKCCESGDAFNNKSTLVQHQRIHSRERPYECSKCGIFFTYAADLTQH.... Result: 0 (no interaction). (7) The miRNA is hsa-miR-3675-3p with sequence CAUCUCUAAGGAACUCCCCCAA. The protein sequence of the target gene is MAAPMEVAVCTDSAAPMWSCIVWELHSGANLLTYRGGQAGPRGLALLNGEYLLAAQLGKNYISAWELQRKDQLQQKIMCPGPVTCLTASPNGLYVLAGVAESIHLWEVSTGNLLVILSRHYQDVSCLQFTGDSSHFISGGKDCLVLVWSLCSVLQADPSRIPAPRHVWSHHALPITDLHCGFGGPLARVATSSLDQTVKLWEVSSGELLLSVLFDVSIMAVTMDLAEHHMFCGGSEGSIFQVDLFTWPGQRERSFHPEQDAGKVFKGHRNQVTCLSVSTDGSVLLSGSHDETVRLWDVQS.... Result: 0 (no interaction). (8) The miRNA is hsa-miR-4665-5p with sequence CUGGGGGACGCGUGAGCGCGAGC. The protein sequence of the target gene is MASSAEGDEGTVVALAGVLQSGFQELSLNKLATSLGASEQALRLIISIFLGYPFALFYRHYLFYKETYLIHLFHTFTGLSIAYFNFGNQLYHSLLCIVLQFLILRLMGRTITAVLTTFCFQMAYLLAGYYYTATGNYDIKWTMPHCVLTLKLIGLAVDYFDGGKDQNSLSSEQQKYAIRGVPSLLEVAGFSYFYGAFLVGPQFSMNHYMKLVQGELIDIPGKIPNSIIPALKRLSLGLFYLVGYTLLSPHITEDYLLTEDYDNHPFWFRCMYMLIWGKFVLYKYVTCWLVTEGVCILTGL.... Result: 1 (interaction). (9) The miRNA is hsa-miR-6796-5p with sequence UUGUGGGGUUGGAGAGCUGGCUG. The protein sequence of the target gene is MGGLRLLAVALTCSCWWPQGGQGKTLRGSFSSAAARDAQGQSIGHFEFHGDHALLCVRINNVAVAVGKEAKLYLFQAQEWLKLLESSPGYSCSERLARAQLTVTVTQTEHNLTVSQLPAPQTWRVFYADKFTCRDDSESPQGEEIPFEMVLLNPDAEGNPLDHFSARESGLHEFFFLLVLVYFVTACIYAQSLWQAMKKGGPMHTILKVLTTALLLQAASALANYIHLSRYSRDGLGVPLIGSLAEVFDIASQIQMLYLLLSLCMGWTIVRMKKSQSRPLQWDSTPASTGIAVFIVITQS.... Result: 0 (no interaction). (10) The protein sequence of the target gene is MAPGQRLVLCEETVRERSGLGPHRDLAELRSLSIPGTYQEKITHLGNSLMHLTALKSLDLSRNSLVSLEGIQYLVSLESLNLYYNCISSLAEVFRLHTLLELQDVDFRLNPVVKNESDYRLFVVHMLPKLRQLDDRPVRESERKASQLHFAPEDSLNSKENFSTTLTVGRPHHLRNRCTETSAKKCLVMDADDEAVLNLIAECEWDLSNPPGNMSSSQKEHEADLHYAQESRHLLSPLSIQHQCGDSARRGHEKKKVTSRGCPGHSPQDQLCGELPLQHGLPEACHMHVQHARITSQPDS.... The miRNA is cel-miR-72-5p with sequence AGGCAAGAUGUUGGCAUAGCUGA. Result: 0 (no interaction).